Dataset: Forward reaction prediction with 1.9M reactions from USPTO patents (1976-2016). Task: Predict the product of the given reaction. (1) Given the reactants [NH:1]1[C@@H:9]2[C@@H:4]([CH2:5][CH2:6][CH2:7][CH2:8]2)[CH2:3][C@H:2]1[C:10]([O:12][CH2:13][C:14]1[CH:19]=[CH:18][CH:17]=[CH:16][CH:15]=1)=[O:11].C(N(C(C)C)CC)(C)C.[Br:29][C@H:30]([CH3:34])[C:31](Cl)=[O:32], predict the reaction product. The product is: [Br:29][C@H:30]([CH3:34])[C:31]([N:1]1[C@@H:9]2[C@@H:4]([CH2:5][CH2:6][CH2:7][CH2:8]2)[CH2:3][C@H:2]1[C:10]([O:12][CH2:13][C:14]1[CH:19]=[CH:18][CH:17]=[CH:16][CH:15]=1)=[O:11])=[O:32]. (2) Given the reactants C(N1C2C(=CC(C)=CC=2)C(O)([CH2:13][C:14]2[CH:19]=[C:18]([O:20][CH3:21])[C:17]([O:22][CH3:23])=[C:16]([O:24][CH3:25])[CH:15]=2)C1=O)C.C([O:36][CH:37]1[C:45]2[C:40](=[CH:41][CH:42]=[C:43]([CH3:46])[CH:44]=2)[N:39]([CH2:47][CH:48]([CH3:50])[CH3:49])[C:38]1=[O:51])(=O)C1C=CC=CC=1, predict the reaction product. The product is: [OH:36][C:37]1([CH2:13][C:14]2[CH:15]=[C:16]([O:24][CH3:25])[C:17]([O:22][CH3:23])=[C:18]([O:20][CH3:21])[CH:19]=2)[C:45]2[C:40](=[CH:41][CH:42]=[C:43]([CH3:46])[CH:44]=2)[N:39]([CH2:47][CH:48]([CH3:49])[CH3:50])[C:38]1=[O:51]. (3) Given the reactants C([O:5][C:6]([CH:8]1[CH:12]([C:13]2[CH:18]=[CH:17][CH:16]=[C:15]([Cl:19])[C:14]=2[F:20])[C:11]([C:23]2[CH:28]=[CH:27][C:26]([Cl:29])=[CH:25][C:24]=2[F:30])([C:21]#[N:22])[CH:10]([CH2:31][C:32]2([C:36](C)(C)[O:37][SiH2]C(C)(C)C)[CH2:35][CH2:34][CH2:33]2)[NH:9]1)=[O:7])(C)(C)C.[F:45][C:46]([F:51])([F:50])[C:47]([OH:49])=[O:48], predict the reaction product. The product is: [F:45][C:46]([F:51])([F:50])[C:47]([OH:49])=[O:48].[Cl:19][C:15]1[C:14]([F:20])=[C:13]([CH:12]2[C:11]([C:23]3[CH:28]=[CH:27][C:26]([Cl:29])=[CH:25][C:24]=3[F:30])([C:21]#[N:22])[CH:10]([CH2:31][C:32]3([CH2:36][OH:37])[CH2:33][CH2:34][CH2:35]3)[NH:9][CH:8]2[C:6]([OH:7])=[O:5])[CH:18]=[CH:17][CH:16]=1. (4) Given the reactants [CH3:1][N:2]([CH3:25])[C:3]1[C:8]2[C:9]3[N:10]=[CH:11][N:12]([C:17]4[CH:18]=[C:19]([CH:22]=[CH:23][CH:24]=4)[C:20]#[N:21])[C:13](=[O:16])[C:14]=3[S:15][C:7]=2[N:6]=[CH:5][CH:4]=1.Cl.[NH2:27][OH:28].C(N(CC)CC)C, predict the reaction product. The product is: [CH3:1][N:2]([CH3:25])[C:3]1[C:8]2[C:9]3[N:10]=[CH:11][N:12]([C:17]4[CH:18]=[C:19]([C:20](=[N:27][OH:28])[NH2:21])[CH:22]=[CH:23][CH:24]=4)[C:13](=[O:16])[C:14]=3[S:15][C:7]=2[N:6]=[CH:5][CH:4]=1. (5) Given the reactants [I:1][C:2]1[CH:3]=[C:4]([N+:9]([O-])=O)[C:5]([Cl:8])=[N:6][CH:7]=1.Cl, predict the reaction product. The product is: [I:1][C:2]1[CH:3]=[C:4]([NH2:9])[C:5]([Cl:8])=[N:6][CH:7]=1. (6) Given the reactants [Cl:1][C:2]1[CH:3]=[C:4]([CH:6]=[CH:7][CH:8]=1)[NH2:5].C[Al](C)C.[CH3:13][C:14]1[N:18]([C:19]2[CH:20]=[N:21][C:22]([CH3:25])=[CH:23][CH:24]=2)[N:17]=[N:16][C:15]=1[C:26](OCC)=[O:27], predict the reaction product. The product is: [Cl:1][C:2]1[CH:3]=[C:4]([NH:5][C:26]([C:15]2[N:16]=[N:17][N:18]([C:19]3[CH:20]=[N:21][C:22]([CH3:25])=[CH:23][CH:24]=3)[C:14]=2[CH3:13])=[O:27])[CH:6]=[CH:7][CH:8]=1. (7) Given the reactants [C:1](Cl)(=[O:3])[CH3:2].[C:5]([O-:24])(=[O:23])[CH2:6][CH2:7][CH2:8][CH2:9][CH2:10][CH2:11][CH2:12][CH2:13][CH2:14][CH2:15][CH2:16][CH2:17][CH2:18][CH2:19][CH2:20][CH2:21][CH3:22].[Na+], predict the reaction product. The product is: [C:5]([O:24][C:1](=[O:3])[CH3:2])(=[O:23])[CH2:6][CH2:7][CH2:8][CH2:9][CH2:10][CH2:11][CH2:12][CH2:13][CH2:14][CH2:15][CH2:16][CH2:17][CH2:18][CH2:19][CH2:20][CH2:21][CH3:22]. (8) Given the reactants OC(CC/C=C(/CCC=C(C)C)\C)(C=C)C.[CH3:17][C:18]([CH3:32])=[CH:19][CH2:20][CH2:21]/[C:22](/[CH3:31])=[CH:23]/[CH2:24][CH2:25]/[C:26](/[CH3:30])=[CH:27]/[CH:28]=[O:29].[CH3:33][C:34]([CH3:48])=[CH:35][CH2:36][CH2:37]/[C:38](/[CH3:47])=[CH:39]/[CH2:40][CH2:41]/[C:42](/[CH3:46])=[CH:43]\[CH:44]=[O:45], predict the reaction product. The product is: [CH3:17][C:18]([CH3:32])=[CH:19][CH2:20][CH2:21]/[C:22](/[CH3:31])=[CH:23]/[CH2:24][CH2:25]/[C:26](/[CH3:30])=[CH:27]/[CH:28]=[O:29].[CH3:33][C:34]([CH3:48])=[CH:35][CH2:36][CH2:37]/[C:38](/[CH3:47])=[CH:39]/[CH2:40][CH2:41]/[C:42](/[CH3:46])=[CH:43]\[CH:44]=[O:45]. (9) Given the reactants [S:1]1[C:5]2=[CH:6][N:7]=[C:8]([C:10]([OH:12])=O)[CH:9]=[C:4]2[CH:3]=[CH:2]1.[NH:13]1[CH:17]=[CH:16][N:15]=[C:14]1[NH:18][C:19]([C:21]1[C:29]2[NH:28][C:27]([NH2:30])=[N:26][C:25]=2[CH:24]=[CH:23][CH:22]=1)=[O:20].CN(C(ON1N=NC2C=CC=CC1=2)=[N+](C)C)C.F[P-](F)(F)(F)(F)F.CCN(C(C)C)C(C)C, predict the reaction product. The product is: [NH:15]1[CH:16]=[CH:17][N:13]=[C:14]1[NH:18][C:19]([C:21]1[C:29]2[N:28]=[C:27]([NH:30][C:10]([C:8]3[CH:9]=[C:4]4[CH:3]=[CH:2][S:1][C:5]4=[CH:6][N:7]=3)=[O:12])[NH:26][C:25]=2[CH:24]=[CH:23][CH:22]=1)=[O:20]. (10) Given the reactants Br[CH:2]1[CH2:11][CH2:10][C:9]2[C:4](=[CH:5][CH:6]=[C:7]([Br:13])[C:8]=2[F:12])[C:3]1=[O:14].[C:15]([O:19][C:20]([N:22]1[CH2:26][CH2:25][CH2:24][C@H:23]1[C:27]([OH:29])=[O:28])=[O:21])([CH3:18])([CH3:17])[CH3:16].C(N(CC)CC)C, predict the reaction product. The product is: [N:22]1([C:20]([O:19][C:15]([CH3:18])([CH3:17])[CH3:16])=[O:21])[CH2:26][CH2:25][CH2:24][CH:23]1[C:27]([O:29][C@H:2]1[CH2:11][CH2:10][C:9]2[C:4](=[CH:5][CH:6]=[C:7]([Br:13])[C:8]=2[F:12])[C:3]1=[O:14])=[O:28].